Dataset: Catalyst prediction with 721,799 reactions and 888 catalyst types from USPTO. Task: Predict which catalyst facilitates the given reaction. Product: [Cl:1][C:2]1[CH:14]=[CH:13][CH:12]=[CH:11][C:3]=1[CH2:4][C:5]1[S:9][C:8]([NH:10][C:22](=[O:23])[CH:21]([C:15]2[CH:20]=[CH:19][CH:18]=[CH:17][CH:16]=2)[C:25]2[CH:30]=[CH:29][CH:28]=[CH:27][CH:26]=2)=[N:7][CH:6]=1. The catalyst class is: 9. Reactant: [Cl:1][C:2]1[CH:14]=[CH:13][CH:12]=[CH:11][C:3]=1[CH2:4][C:5]1[S:9][C:8]([NH2:10])=[N:7][CH:6]=1.[C:15]1([CH:21]([C:25]2[CH:30]=[CH:29][CH:28]=[CH:27][CH:26]=2)[C:22](O)=[O:23])[CH:20]=[CH:19][CH:18]=[CH:17][CH:16]=1.C(N(CC)CC)C.F[P-](F)(F)(F)(F)F.N1(OC(N(C)C)=[N+](C)C)C2N=CC=CC=2N=N1.